From a dataset of Forward reaction prediction with 1.9M reactions from USPTO patents (1976-2016). Predict the product of the given reaction. Given the reactants [CH2:1](Br)[CH2:2][CH2:3][CH2:4][CH2:5][CH2:6][CH2:7][CH2:8][CH2:9][CH2:10][CH2:11][CH2:12][CH2:13][CH2:14][CH2:15][CH2:16][CH2:17][CH3:18].[C-]#N.CC[O:24][CH2:25][CH3:26], predict the reaction product. The product is: [CH3:18][CH2:17][CH2:16][CH2:15][CH2:14]/[CH:13]=[CH:12]\[CH2:11]/[CH:10]=[CH:9]\[CH2:8][CH2:7][CH2:6][CH2:5][CH2:4][CH2:3][CH2:2][CH2:1][C:25](=[O:24])[CH2:26][CH2:17][CH2:16][CH2:15][CH2:14][CH2:13][CH2:12][CH2:11][CH2:10][CH2:9][CH2:8][CH2:7][CH2:6][CH2:5][CH2:4][CH2:3][CH2:2][CH3:1].